From a dataset of Catalyst prediction with 721,799 reactions and 888 catalyst types from USPTO. Predict which catalyst facilitates the given reaction. The catalyst class is: 373. Reactant: [Cl:1][C:2]1[C:7]([C:8]2[CH:13]=[CH:12][CH:11]=[CH:10][CH:9]=2)=[CH:6][N:5]=[C:4]2[NH:14][CH:15]=[CH:16][C:3]=12.[Br:17]N1C(=O)CCC1=O. Product: [Br:17][C:16]1[C:3]2[C:4](=[N:5][CH:6]=[C:7]([C:8]3[CH:13]=[CH:12][CH:11]=[CH:10][CH:9]=3)[C:2]=2[Cl:1])[NH:14][CH:15]=1.